This data is from HIV replication inhibition screening data with 41,000+ compounds from the AIDS Antiviral Screen. The task is: Binary Classification. Given a drug SMILES string, predict its activity (active/inactive) in a high-throughput screening assay against a specified biological target. (1) The molecule is CN(C)CCNC(=O)C1COc2cc(-c3cc(=O)c4ccccc4o3)ccc2O1.Cl. The result is 0 (inactive). (2) The molecule is COCC(C)(COP(=O)(N1CCOCC1)N1CCOCC1)CC(C)COP(=O)(N1CCOCC1)N1CCOCC1. The result is 0 (inactive).